From a dataset of Catalyst prediction with 721,799 reactions and 888 catalyst types from USPTO. Predict which catalyst facilitates the given reaction. (1) Reactant: [F:1][C:2]([F:21])([C:11]1[CH:16]=[CH:15][C:14]([C:17]([F:20])([F:19])[F:18])=[CH:13][N:12]=1)[CH2:3][N:4]1[CH2:9][CH2:8][CH:7]([NH2:10])[CH2:6][CH2:5]1.Cl[C:23]1[C:24]2[CH:31]=[CH:30][NH:29][C:25]=2[N:26]=[CH:27][N:28]=1.CCN(C(C)C)C(C)C. Product: [F:21][C:2]([F:1])([C:11]1[CH:16]=[CH:15][C:14]([C:17]([F:18])([F:19])[F:20])=[CH:13][N:12]=1)[CH2:3][N:4]1[CH2:5][CH2:6][CH:7]([NH:10][C:23]2[C:24]3[CH:31]=[CH:30][NH:29][C:25]=3[N:26]=[CH:27][N:28]=2)[CH2:8][CH2:9]1. The catalyst class is: 51. (2) Reactant: [CH2:1]([N:3]1[CH:7]=[C:6]([C:8]2[N:9]=[C:10]3[C:15]([NH:16][C@H:17]4[C@@H:21]([CH2:22][F:23])[CH2:20][NH:19][CH2:18]4)=[C:14]([C:24]([NH2:26])=[O:25])[CH:13]=[N:12][N:11]3[CH:27]=2)[CH:5]=[N:4]1)[CH3:2].C(O)(C(F)(F)F)=O.[C:35]([C:37]1([C:40](O)=[O:41])[CH2:39][CH2:38]1)#[N:36].CN(C(ON1N=NC2C=CC=NC1=2)=[N+](C)C)C.F[P-](F)(F)(F)(F)F.CCN(C(C)C)C(C)C. Product: [C:35]([C:37]1([C:40]([N:19]2[CH2:20][C@H:21]([CH2:22][F:23])[C@H:17]([NH:16][C:15]3[C:10]4[N:11]([CH:27]=[C:8]([C:6]5[CH:5]=[N:4][N:3]([CH2:1][CH3:2])[CH:7]=5)[N:9]=4)[N:12]=[CH:13][C:14]=3[C:24]([NH2:26])=[O:25])[CH2:18]2)=[O:41])[CH2:39][CH2:38]1)#[N:36]. The catalyst class is: 3.